From a dataset of Reaction yield outcomes from USPTO patents with 853,638 reactions. Predict the reaction yield, written as a fraction of the theoretical maximum amount of product (1.0 means a 100% yield; for example, 0.34 means a 34% yield). (1) The reactants are [Cl:1][C:2]1[CH:10]=[CH:9][CH:8]=[C:7]2[C:3]=1[CH:4]=[CH:5][NH:6]2.[CH3:11][C:12]([O-])([CH3:14])[CH3:13].[K+].[C:17]([Si:21]([CH3:24])([CH3:23])Cl)(C)(C)C. The catalyst is C1COCC1. The product is [C:12]([N:6]1[C:7]2[C:3](=[C:2]([Cl:1])[CH:10]=[CH:9][CH:8]=2)[CH:4]=[C:5]1[Si:21]([CH3:24])([CH3:23])[CH3:17])([CH3:14])([CH3:13])[CH3:11]. The yield is 0.780. (2) The reactants are [N:1]1([C:10]2[O:11][C:12]([C:22](=O)[C:23]([O:25][CH2:26][CH3:27])=[O:24])=[C:13]([C:15]3[CH:20]=[CH:19][C:18]([Cl:21])=[CH:17][CH:16]=3)[N:14]=2)[C:5]2[CH:6]=[CH:7][CH:8]=[CH:9][C:4]=2[N:3]=[CH:2]1.[BH4-].[Na+].O. The catalyst is O1CCCC1.C(O)C. The product is [N:1]1([C:10]2[O:11][C:12]([CH2:22][C:23]([O:25][CH2:26][CH3:27])=[O:24])=[C:13]([C:15]3[CH:20]=[CH:19][C:18]([Cl:21])=[CH:17][CH:16]=3)[N:14]=2)[C:5]2[CH:6]=[CH:7][CH:8]=[CH:9][C:4]=2[N:3]=[CH:2]1. The yield is 0.610.